Task: Predict which catalyst facilitates the given reaction.. Dataset: Catalyst prediction with 721,799 reactions and 888 catalyst types from USPTO (1) Reactant: Br[C:2]1[C:3]([CH2:8][C:9]#[N:10])=[N:4][CH:5]=[CH:6][CH:7]=1.[C:11]1(B(O)O)[CH:16]=[CH:15][CH:14]=[CH:13][CH:12]=1.C([O-])([O-])=O.[K+].[K+].CC(C1C=C(C(C)C)C(C2C=CC=CC=2P(C2CCCCC2)C2CCCCC2)=C(C(C)C)C=1)C. Product: [C:11]1([C:2]2[C:3]([CH2:8][C:9]#[N:10])=[N:4][CH:5]=[CH:6][CH:7]=2)[CH:16]=[CH:15][CH:14]=[CH:13][CH:12]=1. The catalyst class is: 548. (2) Product: [CH3:22][N:11]1[C:8]2=[CH:9][C:10]3[C:2]([CH3:1])([CH3:32])[C:3](=[O:31])[N:4]([CH2:26][CH2:27][CH2:28][CH2:29][CH3:30])[C:5]=3[CH:6]=[C:7]2[N:23]=[C:12]1[CH2:13][CH2:14][C:15]1[CH:16]=[CH:17][CH:18]=[CH:19][CH:20]=1. Reactant: [CH3:1][C:2]1([CH3:32])[C:10]2[C:5](=[CH:6][C:7]([N+:23]([O-])=O)=[C:8]([N:11]([CH3:22])[C:12](=O)[CH2:13][CH2:14][C:15]3[CH:20]=[CH:19][CH:18]=[CH:17][CH:16]=3)[CH:9]=2)[N:4]([CH2:26][CH2:27][CH2:28][CH2:29][CH3:30])[C:3]1=[O:31]. The catalyst class is: 61.